From a dataset of NCI-60 drug combinations with 297,098 pairs across 59 cell lines. Regression. Given two drug SMILES strings and cell line genomic features, predict the synergy score measuring deviation from expected non-interaction effect. (1) Drug 1: C(CC(=O)O)C(=O)CN.Cl. Drug 2: C1CNP(=O)(OC1)N(CCCl)CCCl. Cell line: A498. Synergy scores: CSS=5.57, Synergy_ZIP=-1.27, Synergy_Bliss=1.81, Synergy_Loewe=-4.17, Synergy_HSA=-0.468. (2) Drug 1: C1CN1P(=S)(N2CC2)N3CC3. Drug 2: CCC1(CC2CC(C3=C(CCN(C2)C1)C4=CC=CC=C4N3)(C5=C(C=C6C(=C5)C78CCN9C7C(C=CC9)(C(C(C8N6C=O)(C(=O)OC)O)OC(=O)C)CC)OC)C(=O)OC)O.OS(=O)(=O)O. Cell line: K-562. Synergy scores: CSS=47.3, Synergy_ZIP=-4.18, Synergy_Bliss=-5.98, Synergy_Loewe=-7.56, Synergy_HSA=-3.02.